Predict the product of the given reaction. From a dataset of Forward reaction prediction with 1.9M reactions from USPTO patents (1976-2016). (1) Given the reactants [N:1]1([CH2:8][CH2:9][OH:10])[CH2:7][CH2:6][CH2:5][CH2:4][CH2:3][CH2:2]1.[H-].[Na+].Br[C:14]1[CH:19]=[CH:18][C:17]([Br:20])=[CH:16][N:15]=1.O, predict the reaction product. The product is: [Br:20][C:17]1[CH:18]=[CH:19][C:14]([O:10][CH2:9][CH2:8][N:1]2[CH2:7][CH2:6][CH2:5][CH2:4][CH2:3][CH2:2]2)=[N:15][CH:16]=1. (2) Given the reactants [CH2:1]([C:3]1[C:11]2[C:6](=[CH:7][C:8]([C:12]([OH:14])=[O:13])=[CH:9][CH:10]=2)[NH:5][N:4]=1)[CH3:2].N1C2C(=CC=CC=2)[CH:17]=N1.CO, predict the reaction product. The product is: [CH2:1]([C:3]1[C:11]2[C:6](=[CH:7][C:8]([C:12]([O:14][CH3:17])=[O:13])=[CH:9][CH:10]=2)[NH:5][N:4]=1)[CH3:2]. (3) The product is: [Cl:1][C:2]1[C:3]2[N:4]([C:10]([CH:12]3[CH2:15][C:14](=[CH2:16])[CH2:13]3)=[N:9][C:8]=2[C:17]2[CH:26]=[C:25]3[C:20]([CH:21]=[CH:22][C:23]([C:27]4[CH:32]=[CH:31][CH:30]=[CH:29][CH:28]=4)=[N:24]3)=[CH:19][CH:18]=2)[CH:5]=[CH:6][N:7]=1. Given the reactants [Cl:1][C:2]1[C:3]([CH:8]([C:17]2[CH:26]=[C:25]3[C:20]([CH:21]=[CH:22][C:23]([C:27]4[CH:32]=[CH:31][CH:30]=[CH:29][CH:28]=4)=[N:24]3)=[CH:19][CH:18]=2)[NH:9][C:10]([CH:12]2[CH2:15][C:14](=[CH2:16])[CH2:13]2)=O)=[N:4][CH:5]=[CH:6][N:7]=1.CN(C=O)C, predict the reaction product. (4) Given the reactants C(O[C:6]1[CH:14]=C[C:9]([C:10]([OH:12])=[O:11])=[CH:8][CH:7]=1)CCC.CN(C)[CH2:17][CH2:18]N(C)C.[CH:23]([Li])([CH2:25][CH3:26])[CH3:24].CI.C1C[O:33]CC1, predict the reaction product. The product is: [CH2:24]([O:33][C:14]1[C:17]([CH3:18])=[C:9]([CH:8]=[CH:7][CH:6]=1)[C:10]([OH:12])=[O:11])[CH2:23][CH2:25][CH3:26]. (5) The product is: [C:29]1(=[O:39])[N:33]([CH:2]([C:23]2[CH:28]=[CH:27][CH:53]=[CH:58][N:59]=2)[CH2:3][CH2:4][CH2:5][CH2:6][CH2:7][CH2:8][CH2:9][CH2:10][CH2:11][N:12]2[C:13](=[O:22])[C:14]3=[CH:21][CH:20]=[CH:19][CH:18]=[C:15]3[C:16]2=[O:17])[C:32](=[O:34])[C:31]2=[CH:35][CH:36]=[CH:37][CH:38]=[C:30]12. Given the reactants O[CH:2]([C:23]1[CH:28]=[CH:27]N=CC=1)[CH2:3][CH2:4][CH2:5][CH2:6][CH2:7][CH2:8][CH2:9][CH2:10][CH2:11][N:12]1[C:16](=[O:17])[C:15]2=[CH:18][CH:19]=[CH:20][CH:21]=[C:14]2[C:13]1=[O:22].[C:29]1(=[O:39])[NH:33][C:32](=[O:34])[C:31]2=[CH:35][CH:36]=[CH:37][CH:38]=[C:30]12.C1(P([C:53]2[CH:58]=CC=CC=2)C2C=CC=CC=2)C=CC=CC=1.[N:59](C(OC(C)C)=O)=NC(OC(C)C)=O, predict the reaction product. (6) The product is: [CH3:33][O:32][CH2:31][CH2:30][N:26]1[CH2:27][CH2:28][CH:23]([O:22][C:19]2[CH:20]=[CH:21][C:16]([CH2:15][N:12]3[CH2:11][CH2:10][N:9]([C:7]([C:1]4[CH:6]=[CH:5][CH:4]=[CH:3][CH:2]=4)=[O:8])[CH2:14][CH2:13]3)=[CH:17][CH:18]=2)[CH2:24][CH2:25]1. Given the reactants [C:1]1([C:7]([N:9]2[CH2:14][CH2:13][N:12]([CH2:15][C:16]3[CH:21]=[CH:20][C:19]([O:22][CH:23]4[CH2:28][CH2:27][NH:26][CH2:25][CH2:24]4)=[CH:18][CH:17]=3)[CH2:11][CH2:10]2)=[O:8])[CH:6]=[CH:5][CH:4]=[CH:3][CH:2]=1.Cl[CH2:30][CH2:31][O:32][CH3:33].C(=O)([O-])[O-].[K+].[K+].[I-].[K+], predict the reaction product. (7) Given the reactants [C:1]([C:5]1[CH:9]=[C:8]([C:10]([NH:12][NH2:13])=[O:11])[NH:7][N:6]=1)([CH3:4])([CH3:3])[CH3:2].[CH:14]([C:16]1[O:20][C:19]([C:21]2[CH:28]=[CH:27][C:24]([C:25]#[N:26])=[C:23]([C:29]([F:32])([F:31])[F:30])[CH:22]=2)=[CH:18][CH:17]=1)=O.C(O)C, predict the reaction product. The product is: [C:1]([C:5]1[CH:9]=[C:8]([C:10](/[N:12]=[N:13]/[CH2:14][C:16]2[O:20][C:19]([C:21]3[CH:28]=[CH:27][C:24]([C:25]#[N:26])=[C:23]([C:29]([F:32])([F:30])[F:31])[CH:22]=3)=[CH:18][CH:17]=2)=[O:11])[NH:7][N:6]=1)([CH3:4])([CH3:2])[CH3:3]. (8) The product is: [C:1]([NH:4][C:5]([CH2:16][C:17]([C:19]1[CH:24]=[CH:23][C:22]([O:25][C:26]2[CH:31]=[CH:30][C:29]([C:32](=[O:35])[CH2:33][O:39][C:36](=[O:38])[CH3:37])=[CH:28][CH:27]=2)=[CH:21][CH:20]=1)=[O:18])([C:11]([O:13][CH2:14][CH3:15])=[O:12])[C:6]([O:8][CH2:9][CH3:10])=[O:7])(=[O:3])[CH3:2]. Given the reactants [C:1]([NH:4][C:5]([CH2:16][C:17]([C:19]1[CH:24]=[CH:23][C:22]([O:25][C:26]2[CH:31]=[CH:30][C:29]([C:32](=[O:35])[CH2:33]Cl)=[CH:28][CH:27]=2)=[CH:21][CH:20]=1)=[O:18])([C:11]([O:13][CH2:14][CH3:15])=[O:12])[C:6]([O:8][CH2:9][CH3:10])=[O:7])(=[O:3])[CH3:2].[C:36]([OH:39])(=[O:38])[CH3:37].CCN(CC)CC, predict the reaction product.